This data is from Forward reaction prediction with 1.9M reactions from USPTO patents (1976-2016). The task is: Predict the product of the given reaction. (1) Given the reactants [NH2:1][C:2]1[C:7]2=[CH:8][CH:9]=[C:10]([C@@:11]3([C:20]#[N:21])[C@H:15]([OH:16])[C@H:14]([OH:17])[C@@H:13]([CH2:18][OH:19])[O:12]3)[N:6]2[N:5]=[CH:4][N:3]=1.CO[C:24](OC)([CH3:26])[CH3:25].[C:29]1([CH3:39])[CH:34]=[CH:33][C:32]([S:35]([OH:38])(=[O:37])=[O:36])=[CH:31][CH:30]=1.C(OC(C)C)(=O)C, predict the reaction product. The product is: [NH2:1][C:2]1[C:7]2=[CH:8][CH:9]=[C:10]([C@@:11]3([C:20]#[N:21])[C@H:15]4[C@H:14]([O:17][C:24]([CH3:26])([CH3:25])[O:16]4)[C@@H:13]([CH2:18][OH:19])[O:12]3)[N:6]2[N:5]=[CH:4][N:3]=1.[CH3:39][C:29]1[CH:34]=[CH:33][C:32]([S:35]([OH:38])(=[O:37])=[O:36])=[CH:31][CH:30]=1. (2) Given the reactants [CH3:1][C:2]1[C:7]([CH3:8])=[C:6]([O:9]CC(C)=CC2C=CC(C)=CC=2)[CH:5]=[C:4]([CH3:21])[C:3]=1[NH:22][CH:23]=[O:24].[C:25](=O)([O-])[O-].[K+].[K+].CN(C)[C:33]1[CH:38]=CC=C[CH:34]=1.[CH3:40][CH2:41][CH2:42][CH2:43][CH2:44][CH2:45][CH3:46], predict the reaction product. The product is: [OH:9][C:6]1[C:5]([CH3:25])=[C:4]([CH3:21])[C:3]([NH:22][CH:23]=[O:24])=[C:2]([CH3:1])[C:7]=1[C:8]([C:42]1[CH:41]=[CH:40][C:45]([CH3:46])=[CH:44][CH:43]=1)=[C:33]([CH3:38])[CH3:34]. (3) Given the reactants [Cl:1][C:2]1[N:9]=[C:8]([Cl:10])[C:7]([Cl:11])=[CH:6][C:3]=1[C:4]#[N:5].S(=O)(=O)(O)[OH:13], predict the reaction product. The product is: [Cl:1][C:2]1[N:9]=[C:8]([Cl:10])[C:7]([Cl:11])=[CH:6][C:3]=1[C:4]([NH2:5])=[O:13]. (4) Given the reactants [OH:1][CH:2]([C:11]1[CH:28]=[CH:27][C:14]2[CH2:15][CH2:16][N:17]([C:20]([O:22][C:23]([CH3:26])([CH3:25])[CH3:24])=[O:21])[CH2:18][CH2:19][C:13]=2[CH:12]=1)[CH2:3][CH2:4][C:5]1[CH:9]=[CH:8][N:7]([CH3:10])[N:6]=1.[H-].[Na+].I[CH3:32], predict the reaction product. The product is: [CH3:32][O:1][CH:2]([C:11]1[CH:28]=[CH:27][C:14]2[CH2:15][CH2:16][N:17]([C:20]([O:22][C:23]([CH3:25])([CH3:24])[CH3:26])=[O:21])[CH2:18][CH2:19][C:13]=2[CH:12]=1)[CH2:3][CH2:4][C:5]1[CH:9]=[CH:8][N:7]([CH3:10])[N:6]=1. (5) Given the reactants Cl[CH2:2][C:3]([NH:5][C:6]1[CH:19]=[CH:18][C:9]2[O:10][C:11]3[CH2:17][CH2:16][CH2:15][CH2:14][CH2:13][C:12]=3[C:8]=2[CH:7]=1)=[O:4].Cl.Cl.[N:22]1[CH:27]=[CH:26][CH:25]=[N:24][C:23]=1[N:28]1[CH2:33][CH2:32][NH:31][CH2:30][CH2:29]1.C(=O)([O-])[O-].[Cs+].[Cs+], predict the reaction product. The product is: [N:22]1[CH:27]=[CH:26][CH:25]=[N:24][C:23]=1[N:28]1[CH2:33][CH2:32][N:31]([CH2:2][C:3]([NH:5][C:6]2[CH:19]=[CH:18][C:9]3[O:10][C:11]4[CH2:17][CH2:16][CH2:15][CH2:14][CH2:13][C:12]=4[C:8]=3[CH:7]=2)=[O:4])[CH2:30][CH2:29]1. (6) Given the reactants Br.Br[CH2:3][C:4]([C:6]1[CH:11]=[CH:10][N:9]=[CH:8][CH:7]=1)=O.[C:12]([O:16][C:17]([N:19]1[CH2:24][CH2:23][CH:22]([O:25][CH2:26][C:27](=[S:29])[NH2:28])[CH2:21][CH2:20]1)=[O:18])([CH3:15])([CH3:14])[CH3:13], predict the reaction product. The product is: [C:12]([O:16][C:17]([N:19]1[CH2:20][CH2:21][CH:22]([O:25][CH2:26][C:27]2[S:29][CH:3]=[C:4]([C:6]3[CH:11]=[CH:10][N:9]=[CH:8][CH:7]=3)[N:28]=2)[CH2:23][CH2:24]1)=[O:18])([CH3:15])([CH3:13])[CH3:14]. (7) Given the reactants Br[C:2]1[C:10]2[C:5](=[CH:6][CH:7]=[C:8]([C:11]#[N:12])[CH:9]=2)[N:4]([CH:13]2[CH2:18][CH2:17][CH2:16][CH2:15][O:14]2)[N:3]=1.[CH:19]1([CH2:24][CH2:25][O:26][C:27]2[CH:28]=[C:29]3[C:34](=[CH:35][CH:36]=2)[CH:33]=[C:32](B(O)O)[CH:31]=[CH:30]3)[CH2:23][CH2:22][CH2:21][CH2:20]1, predict the reaction product. The product is: [CH:19]1([CH2:24][CH2:25][O:26][C:27]2[CH:28]=[C:29]3[C:34](=[CH:35][CH:36]=2)[CH:33]=[C:32]([C:2]2[C:10]4[C:5](=[CH:6][CH:7]=[C:8]([C:11]#[N:12])[CH:9]=4)[N:4]([CH:13]4[CH2:18][CH2:17][CH2:16][CH2:15][O:14]4)[N:3]=2)[CH:31]=[CH:30]3)[CH2:23][CH2:22][CH2:21][CH2:20]1. (8) Given the reactants [C:1]([O:7][CH2:8][N:9]1[C:13]2[N:14]=[CH:15][N:16]=[C:17]([C:18]3[CH:19]=[N:20][N:21]([CH:23]([CH:27]4[CH2:31][CH2:30][CH2:29][CH2:28]4)[CH2:24][C:25]#[N:26])[CH:22]=3)[C:12]=2[CH:11]=[CH:10]1)(=[O:6])[C:2]([CH3:5])([CH3:4])[CH3:3].C[Si](CCOCCl)(C)C.ClC1C2C=CNC=2N=CN=1, predict the reaction product. The product is: [C:1]([O:7][CH2:8][N:9]1[C:13]2[N:14]=[CH:15][N:16]=[C:17]([C:18]3[CH:19]=[N:20][N:21]([C@@H:23]([CH:27]4[CH2:31][CH2:30][CH2:29][CH2:28]4)[CH2:24][C:25]#[N:26])[CH:22]=3)[C:12]=2[CH:11]=[CH:10]1)(=[O:6])[C:2]([CH3:4])([CH3:5])[CH3:3].[C:1]([O:7][CH2:8][N:9]1[C:13]2[N:14]=[CH:15][N:16]=[C:17]([C:18]3[CH:19]=[N:20][N:21]([C@H:23]([CH:27]4[CH2:31][CH2:30][CH2:29][CH2:28]4)[CH2:24][C:25]#[N:26])[CH:22]=3)[C:12]=2[CH:11]=[CH:10]1)(=[O:6])[C:2]([CH3:4])([CH3:5])[CH3:3].